Dataset: Catalyst prediction with 721,799 reactions and 888 catalyst types from USPTO. Task: Predict which catalyst facilitates the given reaction. (1) Reactant: Br[CH2:2][C:3]([C:5]1[CH:10]=[CH:9][C:8]([NH:11][C:12](=[O:14])[CH3:13])=[CH:7][C:6]=1[F:15])=[O:4].[C:16]1([C:22]2([CH2:29][CH2:30][CH3:31])[NH:26][C:25](=[O:27])[NH:24][C:23]2=[O:28])[CH:21]=[CH:20][CH:19]=[CH:18][CH:17]=1.C(=O)([O-])[O-].[K+].CC(C)=O.[K+].C1CCCCC1.C(OCC)(=O)C. Product: [O:27]=[C:25]1[NH:26][C:22]([C:16]2[CH:21]=[CH:20][CH:19]=[CH:18][CH:17]=2)([CH2:29][CH2:30][CH3:31])[C:23](=[O:28])[N:24]1[CH2:2][C:3]([C:5]1[CH:10]=[CH:9][C:8]([NH:11][C:12](=[O:14])[CH3:13])=[CH:7][C:6]=1[F:15])=[O:4]. The catalyst class is: 13. (2) Reactant: [CH2:1]([O:8][C:9]1[CH:18]=[CH:17][C:16]2[C:11](=[CH:12][CH:13]=[C:14]([C:19]([N+:23]([O-])=O)([CH3:22])[CH2:20][OH:21])[CH:15]=2)[N:10]=1)[CH2:2][CH2:3][CH2:4][CH2:5][CH2:6][CH3:7].C(=O)([O-])[O-].[Na+].[Na+]. Product: [NH2:23][C:19]([C:14]1[CH:15]=[C:16]2[C:11](=[CH:12][CH:13]=1)[N:10]=[C:9]([O:8][CH2:1][CH2:2][CH2:3][CH2:4][CH2:5][CH2:6][CH3:7])[CH:18]=[CH:17]2)([CH3:22])[CH2:20][OH:21]. The catalyst class is: 183. (3) Product: [C:23]1([S:29][C:10]2[CH:11]=[CH:12][C:13]3[C:14]4[C:6](=[CH:5][C:4]([S:29][C:23]5[CH:28]=[CH:27][CH:26]=[CH:25][CH:24]=5)=[CH:3][CH:2]=4)[C:7](=[O:30])[C:8]=3[CH:9]=2)[CH:28]=[CH:27][CH:26]=[CH:25][CH:24]=1. Reactant: Br[C:2]1[CH:3]=[CH:4][C:5](=O)[C:6]2[C:14]=1[C:13]1[C:8](=[CH:9][CH:10]=[CH:11][CH:12]=1)[C:7]=2Br.C([O-])([O-])=O.[K+].[K+].[C:23]1([SH:29])[CH:28]=[CH:27][CH:26]=[CH:25][CH:24]=1.[OH2:30]. The catalyst class is: 3. (4) Reactant: Cl.C(O[C:7](=O)[N:8]([CH2:10][CH2:11][NH:12][C:13]1[N:14]=[C:15]([NH:26][CH2:27][CH:28]([C:35]2[CH:40]=[CH:39][CH:38]=[CH:37][CH:36]=2)[C:29]2[CH:34]=[CH:33][CH:32]=[CH:31][CH:30]=2)[C:16]2[CH2:21][N:20]([CH:22]([CH3:24])[CH3:23])[C:19](=[O:25])[C:17]=2[N:18]=1)C)(C)(C)C. Product: [C:29]1([CH:28]([C:35]2[CH:36]=[CH:37][CH:38]=[CH:39][CH:40]=2)[CH2:27][NH:26][C:15]2[C:16]3[CH2:21][N:20]([CH:22]([CH3:24])[CH3:23])[C:19](=[O:25])[C:17]=3[N:18]=[C:13]([NH:12][CH2:11][CH2:10][NH:8][CH3:7])[N:14]=2)[CH:30]=[CH:31][CH:32]=[CH:33][CH:34]=1. The catalyst class is: 440. (5) Reactant: C[O:2][C:3](=[O:10])[CH:4]=[C:5]([CH2:8][CH3:9])[CH2:6][CH3:7]. Product: [CH2:6]([CH:5]([CH2:8][CH3:9])[CH2:4][C:3]([OH:10])=[O:2])[CH3:7]. The catalyst class is: 505.